Dataset: Catalyst prediction with 721,799 reactions and 888 catalyst types from USPTO. Task: Predict which catalyst facilitates the given reaction. (1) Reactant: [F:1][C:2]1[CH:10]=[CH:9][CH:8]=[C:7]([I:11])[C:3]=1[C:4]([OH:6])=[O:5].[C:12](OC(O[C:12]([CH3:15])([CH3:14])[CH3:13])N(C)C)([CH3:15])([CH3:14])[CH3:13]. Product: [F:1][C:2]1[CH:10]=[CH:9][CH:8]=[C:7]([I:11])[C:3]=1[C:4]([O:6][C:12]([CH3:15])([CH3:14])[CH3:13])=[O:5]. The catalyst class is: 48. (2) Reactant: [CH3:1][CH2:2]CC[O-].[Na+].[Cl:7][C:8]1[CH:13]=[CH:12][C:11]([N:14]2[C:19](=[O:20])[CH:18]=[C:17]([C:21]([F:24])([F:23])[F:22])[N:16]([CH3:25])[C:15]2=[O:26])=[CH:10][C:9]=1[CH:27]=[C:28]([Cl:34])[C:29]([O:31][CH2:32][CH3:33])=[O:30].Cl.O. Product: [Cl:7][C:8]1[CH:13]=[CH:12][C:11]([N:14]2[C:19](=[O:20])[CH:18]=[C:17]([C:21]([F:24])([F:23])[F:22])[N:16]([CH3:25])[C:15]2=[O:26])=[CH:10][C:9]=1[CH:27]=[C:28]([Cl:34])[C:29]([O:31][CH2:32][CH2:33][CH2:1][CH3:2])=[O:30]. The catalyst class is: 51.